Dataset: Full USPTO retrosynthesis dataset with 1.9M reactions from patents (1976-2016). Task: Predict the reactants needed to synthesize the given product. (1) Given the product [CH3:32][O:31][CH2:30][CH2:29][C:25]1[N:24]=[CH:23][N:22]=[C:21]2[C:26]=1[N:27]=[CH:28][N:20]2[C@H:12]1[C@@H:13]2[O:17][C:16]([CH3:18])([CH3:19])[O:15][C@@H:14]2[C@@H:10]([CH2:9][OH:8])[O:11]1, predict the reactants needed to synthesize it. The reactants are: [Si]([O:8][CH2:9][C@@H:10]1[C@H:14]2[O:15][C:16]([CH3:19])([CH3:18])[O:17][C@H:13]2[C@H:12]([N:20]2[CH:28]=[N:27][C:26]3[C:21]2=[N:22][CH:23]=[N:24][C:25]=3[CH2:29][CH2:30][O:31][CH3:32])[O:11]1)(C(C)(C)C)(C)C.F. (2) Given the product [C:24](=[O:23])([OH:10])[OH:5].[I:11][C:12]1[CH:13]=[C:14]([CH:17]=[CH:18][CH:19]=1)[CH2:15][NH:3][C:2]([NH2:4])=[NH:1], predict the reactants needed to synthesize it. The reactants are: [NH2:1][C:2]([NH2:4])=[NH:3].[OH-:5].[K+].C(Cl)Cl.[OH2:10].[I:11][C:12]1[CH:13]=[C:14]([CH:17]=[CH:18][CH:19]=1)[CH2:15]Br.C1[CH2:24][O:23]CC1. (3) Given the product [Cl:22][CH2:23][CH2:24][CH2:25][C:26]([NH:1][C:2]1[CH:16]=[C:6]([O:7][C:8]2[C:9]([NH2:15])=[N:10][C:11]([NH2:14])=[N:12][CH:13]=2)[C:5]([CH:17]([CH3:19])[CH3:18])=[CH:4][C:3]=1[O:20][CH3:21])=[O:27], predict the reactants needed to synthesize it. The reactants are: [NH2:1][C:2]1[C:3]([O:20][CH3:21])=[CH:4][C:5]([CH:17]([CH3:19])[CH3:18])=[C:6]([CH:16]=1)[O:7][C:8]1[C:9]([NH2:15])=[N:10][C:11]([NH2:14])=[N:12][CH:13]=1.[Cl:22][CH2:23][CH2:24][CH2:25][C:26](Cl)=[O:27].O.C([O-])([O-])=O.[Na+].[Na+].